From a dataset of Forward reaction prediction with 1.9M reactions from USPTO patents (1976-2016). Predict the product of the given reaction. (1) Given the reactants [NH2:1][C:2]1[CH:3]=[C:4]([CH:8]=[CH:9][C:10]=1[CH3:11])[C:5]([OH:7])=[O:6].[CH:12](O)=[O:13], predict the reaction product. The product is: [CH:12]([NH:1][C:2]1[CH:3]=[C:4]([CH:8]=[CH:9][C:10]=1[CH3:11])[C:5]([OH:7])=[O:6])=[O:13]. (2) Given the reactants [CH3:1][O:2][C:3](=[O:26])[CH:4]([C:9]1[CH:10]=[C:11]([C:16]2[CH:21]=[CH:20][C:19]([C:22]([F:25])([F:24])[F:23])=[CH:18][CH:17]=2)[CH:12]=[C:13]([OH:15])[CH:14]=1)[CH2:5][CH:6]([CH3:8])[CH3:7].[CH3:27][O:28][C:29]1[CH:34]=[CH:33][C:32](B(O)O)=[CH:31][CH:30]=1, predict the reaction product. The product is: [CH3:1][O:2][C:3](=[O:26])[CH:4]([C:9]1[CH:10]=[C:11]([C:16]2[CH:17]=[CH:18][C:19]([C:22]([F:23])([F:25])[F:24])=[CH:20][CH:21]=2)[CH:12]=[C:13]([O:15][C:32]2[CH:33]=[CH:34][C:29]([O:28][CH3:27])=[CH:30][CH:31]=2)[CH:14]=1)[CH2:5][CH:6]([CH3:8])[CH3:7]. (3) Given the reactants [NH2:1][C@@H:2]([CH2:33][C:34]1[CH:39]=[CH:38][CH:37]=[CH:36][CH:35]=1)[C@@H:3]([OH:32])[CH2:4][C@@H:5]([NH:19][C:20]([C@@H:22]([NH:27][C:28](=[O:31])[O:29][CH3:30])[C:23]([CH3:26])([CH3:25])[CH3:24])=[O:21])[CH2:6][C:7]1[CH:12]=[CH:11][C:10]([C:13]2[CH:18]=[CH:17][CH:16]=[CH:15][N:14]=2)=[CH:9][CH:8]=1.[CH3:40][C:41]([CH3:62])([CH3:61])[C@H:42]([N:46]1[CH2:50][C:49](=[O:51])[N:48]([CH2:52][C:53]2[CH:58]=[CH:57][CH:56]=[C:55]([CH3:59])[N:54]=2)[C:47]1=[O:60])[C:43](O)=[O:44].CCOP(ON1N=NC2C=CC=CC=2C1=O)(OCC)=O.C(N(CC)C(C)C)(C)C, predict the reaction product. The product is: [CH3:40][C:41]([CH3:62])([CH3:61])[C@H:42]([N:46]1[CH2:50][C:49](=[O:51])[N:48]([CH2:52][C:53]2[CH:58]=[CH:57][CH:56]=[C:55]([CH3:59])[N:54]=2)[C:47]1=[O:60])[C:43]([NH:1][C@@H:2]([CH2:33][C:34]1[CH:35]=[CH:36][CH:37]=[CH:38][CH:39]=1)[C@@H:3]([OH:32])[CH2:4][C@@H:5]([NH:19][C:20]([C@@H:22]([NH:27][C:28](=[O:31])[O:29][CH3:30])[C:23]([CH3:26])([CH3:25])[CH3:24])=[O:21])[CH2:6][C:7]1[CH:12]=[CH:11][C:10]([C:13]2[CH:18]=[CH:17][CH:16]=[CH:15][N:14]=2)=[CH:9][CH:8]=1)=[O:44]. (4) Given the reactants [CH3:1][O:2][C:3](=[O:8])[CH2:4][C:5]([CH3:7])=[O:6].C(=O)([O-])[O-].[K+].[K+].Br[CH:16](Br)[CH3:17], predict the reaction product. The product is: [CH3:1][O:2][C:3]([C:4]1([C:5](=[O:6])[CH3:7])[CH2:17][CH2:16]1)=[O:8]. (5) The product is: [F:29][C:26]1[CH:25]=[CH:24][C:23]([C:21]2[N:20]=[C:19]([N:30]3[CH2:34][CH2:33][CH2:32][CH:31]3[CH3:35])[N:18]=[C:17]([N:14]3[CH2:15][CH2:16][N:11]([C:7]4[N:6]=[CH:5][C:4]([CH2:3][OH:2])=[CH:9][C:8]=4[CH3:10])[CH2:12][C@H:13]3[CH3:36])[CH:22]=2)=[CH:28][CH:27]=1. Given the reactants C[O:2][C:3](=O)[C:4]1[CH:9]=[C:8]([CH3:10])[C:7]([N:11]2[CH2:16][CH2:15][N:14]([C:17]3[CH:22]=[C:21]([C:23]4[CH:28]=[CH:27][C:26]([F:29])=[CH:25][CH:24]=4)[N:20]=[C:19]([N:30]4[CH2:34][CH2:33][CH2:32][CH:31]4[CH3:35])[N:18]=3)[C@H:13]([CH3:36])[CH2:12]2)=[N:6][CH:5]=1.[H-].C([Al+]CC(C)C)C(C)C, predict the reaction product.